Predict the product of the given reaction. From a dataset of Forward reaction prediction with 1.9M reactions from USPTO patents (1976-2016). (1) Given the reactants [CH:1]([C:4]1[CH:9]=[CH:8][C:7]([C:10]2[C:19]3[C:14](=[CH:15][CH:16]=[C:17]([O:20][CH2:21][C:22]#[CH:23])[CH:18]=3)[N:13]=[C:12]([C:24](O)=O)[N:11]=2)=[CH:6][CH:5]=1)([CH3:3])[CH3:2].[Cl-].[SH:28][C:29]1[CH:34]=[CH:33][C:32]([C:35]([F:38])([F:37])[F:36])=[CH:31][C:30]=1[NH3+:39].F[P-](F)(F)(F)(F)F.N1(O[P+](N(C)C)(N(C)C)N(C)C)C2C=CC=CC=2N=N1.C(N(C(C)C)C(C)C)C.[OH-].[Na+], predict the reaction product. The product is: [CH:1]([C:4]1[CH:9]=[CH:8][C:7]([C:10]2[C:19]3[C:14](=[CH:15][CH:16]=[C:17]([O:20][CH2:21][C:22]#[CH:23])[CH:18]=3)[N:13]=[C:12]([C:24]3[S:28][C:29]4[CH:34]=[CH:33][C:32]([C:35]([F:36])([F:37])[F:38])=[CH:31][C:30]=4[N:39]=3)[N:11]=2)=[CH:6][CH:5]=1)([CH3:3])[CH3:2]. (2) Given the reactants [OH:1][CH2:2][C:3]1[CH:4]=[CH:5][C:6]2[S:11][CH2:10][C:9](=[O:12])[NH:8][C:7]=2[CH:13]=1, predict the reaction product. The product is: [O:12]=[C:9]1[NH:8][C:7]2[CH:13]=[C:3]([CH:2]=[O:1])[CH:4]=[CH:5][C:6]=2[S:11][CH2:10]1. (3) Given the reactants [CH3:1][C:2]1[CH:10]=[CH:9][C:5]([C:6]([OH:8])=O)=[CH:4][C:3]=1[N:11]1[C:20](=[O:21])[C:19]2[C:14](=[CH:15][CH:16]=[C:17]([N:22]3[CH2:27][CH2:26][N:25]([CH3:28])[CH2:24][CH2:23]3)[CH:18]=2)[N:13]=[CH:12]1.CN(C=O)C.S(Cl)(Cl)=O.[NH2:38][C:39]1[O:43][N:42]=[CH:41][CH:40]=1, predict the reaction product. The product is: [O:43]1[C:39]([NH:38][C:6](=[O:8])[C:5]2[CH:9]=[CH:10][C:2]([CH3:1])=[C:3]([N:11]3[C:20](=[O:21])[C:19]4[C:14](=[CH:15][CH:16]=[C:17]([N:22]5[CH2:27][CH2:26][N:25]([CH3:28])[CH2:24][CH2:23]5)[CH:18]=4)[N:13]=[CH:12]3)[CH:4]=2)=[CH:40][CH:41]=[N:42]1. (4) Given the reactants C([O:3][C:4]([C:6]1[C:7]([CH:29]([CH3:31])[CH3:30])=[N:8][C:9]2[C:14]([C:15]=1[CH2:16][C:17]1[CH:22]=[CH:21][CH:20]=[CH:19][C:18]=1[O:23][C:24]([F:27])([F:26])[F:25])=[CH:13][C:12]([Cl:28])=[CH:11][CH:10]=2)=[O:5])C.[I-].[Li+], predict the reaction product. The product is: [Cl:28][C:12]1[CH:13]=[C:14]2[C:9](=[CH:10][CH:11]=1)[N:8]=[C:7]([CH:29]([CH3:30])[CH3:31])[C:6]([C:4]([OH:5])=[O:3])=[C:15]2[CH2:16][C:17]1[CH:22]=[CH:21][CH:20]=[CH:19][C:18]=1[O:23][C:24]([F:26])([F:25])[F:27]. (5) Given the reactants [CH3:1][O:2][C:3]1[CH:4]=[C:5]([CH:9]=[CH:10][C:11]=1[O:12][CH3:13])[C:6](Cl)=[O:7].[CH2:14]([C:16]1[CH:21]=[CH:20][CH:19]=[CH:18][C:17]=1[CH2:22][CH3:23])[CH3:15].[Cl-].[Al+3].[Cl-].[Cl-].COC1C=C(C(C2C=CC(OC)=CC=2)=CC#N)C=CC=1OC, predict the reaction product. The product is: [CH2:14]([C:16]1[CH:21]=[C:20]([C:6]([C:5]2[CH:9]=[CH:10][C:11]([O:12][CH3:13])=[C:3]([O:2][CH3:1])[CH:4]=2)=[O:7])[CH:19]=[CH:18][C:17]=1[CH2:22][CH3:23])[CH3:15]. (6) Given the reactants [CH2:1]([O:3][C:4]([C:6]1[N:7]=[C:8]([C:19]2[CH:24]=[CH:23][CH:22]=[CH:21][C:20]=2[Cl:25])[N:9]([C:12]2[CH:17]=[CH:16][C:15]([Cl:18])=[CH:14][CH:13]=2)[C:10]=1Br)=[O:5])[CH3:2].C([Li])(C)(C)C.CN([CH:34]=[O:35])C, predict the reaction product. The product is: [CH2:1]([O:3][C:4]([C:6]1[N:7]=[C:8]([C:19]2[CH:24]=[CH:23][CH:22]=[CH:21][C:20]=2[Cl:25])[N:9]([C:12]2[CH:17]=[CH:16][C:15]([Cl:18])=[CH:14][CH:13]=2)[C:10]=1[CH:34]=[O:35])=[O:5])[CH3:2]. (7) Given the reactants C([O:3][C:4](=[O:42])[CH:5]([C:10]1[CH:11]=[C:12]([C:32]2[CH:37]=[CH:36][C:35]([C:38]([F:41])([F:40])[F:39])=[CH:34][CH:33]=2)[CH:13]=[C:14]([CH:16]2[CH2:21][CH2:20][CH2:19][N:18]([CH2:22][C:23]3[CH:31]=[CH:30][C:26]4[N:27]=[N:28][S:29][C:25]=4[CH:24]=3)[CH2:17]2)[CH:15]=1)[CH2:6][CH:7]([CH3:9])[CH3:8])C.[OH-].[K+], predict the reaction product. The product is: [S:29]1[C:25]2[CH:24]=[C:23]([CH2:22][N:18]3[CH2:19][CH2:20][CH2:21][CH:16]([C:14]4[CH:15]=[C:10]([CH:5]([CH2:6][CH:7]([CH3:9])[CH3:8])[C:4]([OH:42])=[O:3])[CH:11]=[C:12]([C:32]5[CH:37]=[CH:36][C:35]([C:38]([F:40])([F:41])[F:39])=[CH:34][CH:33]=5)[CH:13]=4)[CH2:17]3)[CH:31]=[CH:30][C:26]=2[N:27]=[N:28]1.